Dataset: Peptide-MHC class I binding affinity with 185,985 pairs from IEDB/IMGT. Task: Regression. Given a peptide amino acid sequence and an MHC pseudo amino acid sequence, predict their binding affinity value. This is MHC class I binding data. (1) The peptide sequence is DFLKDDTLSK. The MHC is HLA-A33:01 with pseudo-sequence HLA-A33:01. The binding affinity (normalized) is 0.169. (2) The peptide sequence is RKAGVNQAK. The MHC is HLA-A01:01 with pseudo-sequence HLA-A01:01. The binding affinity (normalized) is 0.0847.